From a dataset of Full USPTO retrosynthesis dataset with 1.9M reactions from patents (1976-2016). Predict the reactants needed to synthesize the given product. (1) Given the product [Cl:1][C:2]1[CH:3]=[C:4]([NH:9][C:10]2[C:11]3[C:18](=[CH:20][C:22]4[NH:26][C:25]([CH2:27][CH2:28][C:29]([OH:31])=[O:30])=[CH:24][C:23]=4[CH3:32])[C:17](=[O:19])[NH:16][C:12]=3[N:13]=[CH:14][N:15]=2)[CH:5]=[CH:6][C:7]=1[F:8], predict the reactants needed to synthesize it. The reactants are: [Cl:1][C:2]1[CH:3]=[C:4]([NH:9][C:10]2[C:11]3[CH2:18][C:17](=[O:19])[NH:16][C:12]=3[N:13]=[CH:14][N:15]=2)[CH:5]=[CH:6][C:7]=1[F:8].[CH:20]([C:22]1[NH:26][C:25]([CH2:27][CH2:28][C:29]([OH:31])=[O:30])=[CH:24][C:23]=1[CH3:32])=O. (2) Given the product [Cl:1][C:2]1[CH:3]=[CH:4][C:5]2[O:9][C:8]([CH:10]3[CH2:11][CH2:12][N:13]([CH2:19][CH:18]([OH:17])[CH2:20][N:21]4[C:29]5[CH2:28][CH2:27][N:26]([C:30](=[O:32])[CH3:31])[CH2:25][C:24]=5[C:23]([C:33]5[CH:38]=[CH:37][C:36]([C:39]([F:42])([F:41])[F:40])=[CH:35][CH:34]=5)=[N:22]4)[CH2:14][CH2:15]3)=[N:7][C:6]=2[CH:16]=1, predict the reactants needed to synthesize it. The reactants are: [Cl:1][C:2]1[CH:3]=[CH:4][C:5]2[O:9][C:8]([CH:10]3[CH2:15][CH2:14][NH:13][CH2:12][CH2:11]3)=[N:7][C:6]=2[CH:16]=1.[O:17]1[CH2:19][CH:18]1[CH2:20][N:21]1[C:29]2[CH2:28][CH2:27][N:26]([C:30](=[O:32])[CH3:31])[CH2:25][C:24]=2[C:23]([C:33]2[CH:38]=[CH:37][C:36]([C:39]([F:42])([F:41])[F:40])=[CH:35][CH:34]=2)=[N:22]1. (3) Given the product [NH2:8][C@H:9]([C:11]([C:15]1([NH2:14])[N:21]=[C:20]([C:22]2[CH:23]=[CH:24][CH:25]=[CH:26][CH:27]=2)[C:19]2[CH:28]=[C:29]([Cl:32])[CH:30]=[CH:31][C:18]=2[N:17]([CH3:33])[C:16]1=[O:34])=[O:12])[CH3:10], predict the reactants needed to synthesize it. The reactants are: C([NH:8][C@H:9]([C:11](O)=[O:12])[CH3:10])(OC(C)(C)C)=O.[NH2:14][CH:15]1[N:21]=[C:20]([C:22]2[CH:27]=[CH:26][CH:25]=[CH:24][CH:23]=2)[C:19]2[CH:28]=[C:29]([Cl:32])[CH:30]=[CH:31][C:18]=2[N:17]([CH3:33])[C:16]1=[O:34]. (4) Given the product [NH2:18][C:19]1[CH:20]=[C:21]([C:2]2[CH:7]=[C:6]([C:8]3[CH:9]=[C:10]4[C:15](=[O:16])[NH:14][CH2:13][CH2:12][N:11]4[CH:17]=3)[CH:5]=[CH:4][N:3]=2)[CH:22]=[CH:23][C:24]=1[O:25][CH3:26], predict the reactants needed to synthesize it. The reactants are: Cl[C:2]1[CH:7]=[C:6]([C:8]2[CH:9]=[C:10]3[C:15](=[O:16])[NH:14][CH2:13][CH2:12][N:11]3[CH:17]=2)[CH:5]=[CH:4][N:3]=1.[NH2:18][C:19]1[CH:20]=[C:21](B(O)O)[CH:22]=[CH:23][C:24]=1[O:25][CH3:26].C(=O)([O-])[O-].[Cs+].[Cs+].O1CCOCC1.O. (5) Given the product [CH2:3]([O:5][C:6]([C:8]1[CH:17]=[C:11]2[C:12](=[O:16])[N:13]([CH2:18][C:19]3[CH:24]=[CH:23][CH:22]=[CH:21][CH:20]=3)[CH2:14][CH2:15][N:10]2[N:9]=1)=[O:7])[CH3:4], predict the reactants needed to synthesize it. The reactants are: [H-].[Na+].[CH2:3]([O:5][C:6]([C:8]1[CH:17]=[C:11]2[C:12](=[O:16])[NH:13][CH2:14][CH2:15][N:10]2[N:9]=1)=[O:7])[CH3:4].[CH2:18](Br)[C:19]1[CH:24]=[CH:23][CH:22]=[CH:21][CH:20]=1. (6) Given the product [C:1]([O:4][C@@H:5]1[C@@H:10]([O:11][C:12](=[O:14])[CH3:13])[C@H:9]([O:15][C:16](=[O:18])[CH3:17])[C@@H:8]([CH2:19][O:20][C:21](=[O:23])[CH3:22])[O:7][C@H:6]1[C:24]1[CH:29]=[CH:28][C:27]([Cl:30])=[C:26]([CH2:31][C:32]2[S:33][C:34]([C:46]3[CH:52]=[CH:51][C:49]([NH2:50])=[CH:48][CH:47]=3)=[CH:35][CH:36]=2)[CH:25]=1)(=[O:3])[CH3:2], predict the reactants needed to synthesize it. The reactants are: [C:1]([O:4][C@@H:5]1[C@@H:10]([O:11][C:12](=[O:14])[CH3:13])[C@H:9]([O:15][C:16](=[O:18])[CH3:17])[C@@H:8]([CH2:19][O:20][C:21](=[O:23])[CH3:22])[O:7][C@H:6]1[C:24]1[CH:29]=[CH:28][C:27]([Cl:30])=[C:26]([CH2:31][C:32]2[S:33][C:34](Br)=[CH:35][CH:36]=2)[CH:25]=1)(=[O:3])[CH3:2].CC1(C)C(C)(C)OB([C:46]2[CH:52]=[CH:51][C:49]([NH2:50])=[CH:48][CH:47]=2)O1.